Dataset: Full USPTO retrosynthesis dataset with 1.9M reactions from patents (1976-2016). Task: Predict the reactants needed to synthesize the given product. (1) The reactants are: [OH:1][C@H:2]1[C@@H:7]([OH:8])[C@H:6]([OH:9])[C@@H:5]([CH2:10][OH:11])[O:4][C@@H:3]1[C:12]#[C:13][C:14]1[CH:19]=[CH:18][C:17]2[C:20]3[C:25]([C:26]4([CH2:31][CH2:30][N:29]([C:32](=[O:34])[CH3:33])[CH2:28][CH2:27]4)[C:16]=2[CH:15]=1)=[CH:24][C:23]([C:35]#[C:36][C@@H:37]1[C@@H:42]([OH:43])[C@@H:41]([OH:44])[C@H:40]([OH:45])[C@@H:39]([CH2:46][OH:47])[O:38]1)=[CH:22][CH:21]=3.C(O[C:52](=[O:54])[CH3:53])(=O)C. Given the product [C:7]([O:47][CH2:46][C@@H:39]1[C@@H:40]([O:45][C:42](=[O:43])[CH3:41])[C@H:41]([O:44][C:40](=[O:45])[CH3:39])[C@H:42]([O:43][C:37](=[O:38])[CH3:36])[C@@H:37]([C:36]#[C:35][C:23]2[CH:22]=[CH:21][C:20]3[C:17]4[C:16]([C:26]5([CH2:31][CH2:30][N:29]([C:32](=[O:34])[CH3:33])[CH2:28][CH2:27]5)[C:25]=3[CH:24]=2)=[CH:15][C:14]([C:13]#[C:12][C@@H:3]2[C@@H:2]([O:1][C:32](=[O:34])[CH3:33])[C@@H:7]([O:8][C:5](=[O:4])[CH3:10])[C@H:6]([O:9][C:2](=[O:1])[CH3:3])[C@@H:5]([CH2:10][O:11][C:52](=[O:54])[CH3:53])[O:4]2)=[CH:19][CH:18]=4)[O:38]1)(=[O:8])[CH3:6], predict the reactants needed to synthesize it. (2) Given the product [Cl:1][C:2]1[N:10]=[CH:9][CH:8]=[CH:7][C:3]=1[C:4]([NH:16][CH2:15][CH2:14][N:13]([CH2:17][CH3:18])[CH2:11][CH3:12])=[O:6], predict the reactants needed to synthesize it. The reactants are: [Cl:1][C:2]1[N:10]=[CH:9][CH:8]=[CH:7][C:3]=1[C:4]([OH:6])=O.[CH2:11]([N:13]([CH2:17][CH3:18])[CH2:14][CH2:15][NH2:16])[CH3:12].C1C=CC2N(O)N=NC=2C=1.CCN=C=NCCCN(C)C.C(N(C(C)C)CC)(C)C. (3) Given the product [Cl:1][C:2]1[CH:3]=[CH:4][C:5]([O:21][C:22]2[CH:27]=[C:26]([F:28])[C:25]([S:29](=[O:47])(=[O:48])[NH:30][C:31]3[S:32][CH:33]=[CH:34][N:35]=3)=[CH:24][C:23]=2[Cl:49])=[C:6]([CH2:8][CH2:9][CH2:10][N:11]([C:16]([O:18][CH2:19][CH3:20])=[O:17])[CH2:12][C:13]([OH:15])=[O:14])[CH:7]=1, predict the reactants needed to synthesize it. The reactants are: [Cl:1][C:2]1[CH:3]=[CH:4][C:5]([O:21][C:22]2[CH:27]=[C:26]([F:28])[C:25]([S:29](=[O:48])(=[O:47])[N:30](CC3C=CC(OC)=CC=3OC)[C:31]3[S:32][CH:33]=[CH:34][N:35]=3)=[CH:24][C:23]=2[Cl:49])=[C:6]([CH2:8][CH2:9][CH2:10][N:11]([C:16]([O:18][CH2:19][CH3:20])=[O:17])[CH2:12][C:13]([OH:15])=[O:14])[CH:7]=1.Cl.CCCCC. (4) Given the product [Cl:19][C:16]1[CH:15]=[CH:14][C:13]([CH:5]([CH:6]2[CH2:10][CH2:9][CH2:8][C:7]2([F:11])[F:12])[C:4]([OH:20])=[O:3])=[CH:18][CH:17]=1, predict the reactants needed to synthesize it. The reactants are: C([O:3][C:4](=[O:20])[CH:5]([C:13]1[CH:18]=[CH:17][C:16]([Cl:19])=[CH:15][CH:14]=1)[CH:6]1[CH2:10][CH2:9][CH2:8][C:7]1([F:12])[F:11])C.C1COCC1.[OH-].[Na+].Cl. (5) Given the product [CH3:1][C:2]1[N:3]([C:18]2[CH:23]=[CH:22][CH:21]=[CH:20][CH:19]=2)[C:4]2[C:9]([C:10]=1[CH3:11])=[CH:8][C:7]([C:12]([O:14][CH2:15][CH3:16])=[O:13])=[CH:6][CH:5]=2, predict the reactants needed to synthesize it. The reactants are: [CH3:1][C:2]1[NH:3][C:4]2[C:9]([C:10]=1[CH3:11])=[CH:8][C:7]([C:12]([O:14][CH2:15][CH3:16])=[O:13])=[CH:6][CH:5]=2.I[C:18]1[CH:23]=[CH:22][CH:21]=[CH:20][CH:19]=1.P([O-])([O-])([O-])=O.[K+].[K+].[K+].[C@@H]1(N)CCCC[C@H]1N. (6) Given the product [C:1]([O-:8])(=[O:7])/[CH:2]=[CH:3]\[C:4]([OH:6])=[O:5].[P:9]([OH:44])([OH:45])([O:11][CH2:12][N+:13]1[C:17]([CH3:18])=[CH:16][N:15]([C:19]2[CH:24]=[CH:23][C:22](/[CH:25]=[C:26]3/[C:27](=[O:41])[N:28]([C@H:32]([C:34]4[CH:35]=[CH:36][C:37]([F:40])=[CH:38][CH:39]=4)[CH3:33])[CH2:29][CH2:30][CH2:31]/3)=[CH:21][C:20]=2[O:42][CH3:43])[CH:14]=1)=[O:10], predict the reactants needed to synthesize it. The reactants are: [C:1]([OH:8])(=[O:7])/[CH:2]=[CH:3]\[C:4]([OH:6])=[O:5].[P:9]([O-:45])([OH:44])([O:11][CH2:12][N+:13]1[C:17]([CH3:18])=[CH:16][N:15]([C:19]2[CH:24]=[CH:23][C:22](/[CH:25]=[C:26]3/[C:27](=[O:41])[N:28]([C@H:32]([C:34]4[CH:39]=[CH:38][C:37]([F:40])=[CH:36][CH:35]=4)[CH3:33])[CH2:29][CH2:30][CH2:31]/3)=[CH:21][C:20]=2[O:42][CH3:43])[CH:14]=1)=[O:10]. (7) The reactants are: [N+:1]([C:4]1[CH:9]=[C:8]([N+:10]([O-:12])=[O:11])[CH:7]=[CH:6][C:5]=1[NH:13][CH2:14][CH2:15][CH2:16][CH2:17][CH2:18][CH2:19][CH2:20][CH2:21][NH2:22])([O-:3])=[O:2].C([O-])(O)=O.[Na+].[CH:28]1([C:33](ONC2C(=O)CCC2=O)=[O:34])[CH2:32][CH:31]=[CH:30][CH2:29]1. Given the product [N+:1]([C:4]1[CH:9]=[C:8]([N+:10]([O-:12])=[O:11])[CH:7]=[CH:6][C:5]=1[NH:13][CH2:14][CH2:15][CH2:16][CH2:17][CH2:18][CH2:19][CH2:20][CH2:21][NH:22][C:33]([CH:28]1[CH2:32][CH:31]=[CH:30][CH2:29]1)=[O:34])([O-:3])=[O:2], predict the reactants needed to synthesize it. (8) Given the product [C:1]1([CH3:39])[CH:6]=[CH:5][CH:4]=[CH:3][C:2]=1[O:7][C:8]1[CH:13]=[CH:12][CH:11]=[CH:10][C:9]=1[C@:14]([C@@H:22]1[CH2:27][CH2:26][CH2:25][N:24]([C:28]([C@H:30]2[CH2:31][C@@H:32]([NH:36][CH3:37])[C@H:33]([OH:35])[CH2:34]2)=[O:29])[CH2:23]1)([OH:21])[CH2:15][CH2:16][CH2:17][CH2:18][O:19][CH3:20], predict the reactants needed to synthesize it. The reactants are: [C:1]1([CH3:39])[CH:6]=[CH:5][CH:4]=[CH:3][C:2]=1[O:7][C:8]1[CH:13]=[CH:12][CH:11]=[CH:10][C:9]=1[C@:14]([C@@H:22]1[CH2:27][CH2:26][CH2:25][N:24]([C:28]([C@@H:30]2[CH2:34][C@@H:33]([OH:35])[C@H:32]([N:36](C)[CH3:37])[CH2:31]2)=[O:29])[CH2:23]1)([OH:21])[CH2:15][CH2:16][CH2:17][CH2:18][O:19][CH3:20].CN(C)C1C2C(=CC=CC=2N(C)C)C=CC=1.ClC(OC(Cl)C)=O. (9) Given the product [Cl:22][C:7]1[CH:6]=[C:5]([S:8][C:9]2[C:17]3[C:12](=[CH:13][C:14]([CH3:18])=[CH:15][CH:16]=3)[NH:11][C:10]=2[C:19]([OH:21])=[O:20])[CH:4]=[CH:3][C:2]=1[Cl:1], predict the reactants needed to synthesize it. The reactants are: [Cl:1][C:2]1[CH:7]=[CH:6][C:5]([S:8][C:9]2[C:17]3[C:12](=[CH:13][C:14]([CH3:18])=[CH:15][CH:16]=3)[NH:11][C:10]=2[C:19]([OH:21])=[O:20])=[CH:4][CH:3]=1.[Cl:22]C1C=C(SSC2C=CC(Cl)=C(Cl)C=2)C=CC=1Cl. (10) Given the product [C:1]([O:5][C:6]([N:8]1[CH2:13][CH2:12][CH:11]([O:14][CH:18]([C:19]([OH:21])=[O:20])[CH3:22])[CH2:10][CH2:9]1)=[O:7])([CH3:4])([CH3:2])[CH3:3], predict the reactants needed to synthesize it. The reactants are: [C:1]([O:5][C:6]([N:8]1[CH2:13][CH2:12][CH:11]([OH:14])[CH2:10][CH2:9]1)=[O:7])([CH3:4])([CH3:3])[CH3:2].[H-].[Na+].Br[CH:18]([CH3:22])[C:19]([OH:21])=[O:20].